Dataset: Full USPTO retrosynthesis dataset with 1.9M reactions from patents (1976-2016). Task: Predict the reactants needed to synthesize the given product. (1) Given the product [N:13]1([CH:11]2[CH2:12][CH:9]([C:7]3[S:8][C:4]4[CH:3]=[C:2]([NH:21][C:22]5[N:27]=[CH:26][CH:25]=[CH:24][N:23]=5)[CH:20]=[CH:19][C:5]=4[N:6]=3)[CH2:10]2)[CH2:18][CH2:17][CH2:16][CH2:15][CH2:14]1, predict the reactants needed to synthesize it. The reactants are: Br[C:2]1[CH:20]=[CH:19][C:5]2[N:6]=[C:7]([C@H:9]3[CH2:12][C@H:11]([N:13]4[CH2:18][CH2:17][CH2:16][CH2:15][CH2:14]4)[CH2:10]3)[S:8][C:4]=2[CH:3]=1.[NH2:21][C:22]1[N:27]=[CH:26][CH:25]=[CH:24][N:23]=1.C1(P(C2C=CC=CC=2)C2C=CC3C(=CC=CC=3)C=2C2C3C(=CC=CC=3)C=CC=2P(C2C=CC=CC=2)C2C=CC=CC=2)C=CC=CC=1.CC(C)([O-])C.[Na+]. (2) The reactants are: [NH2:1][C:2]1[N:6]([CH3:7])[C:5](=[O:8])[C:4]([C:20]2[CH:25]=[CH:24][CH:23]=[C:22]([C:26]3[C:27]([F:32])=[N:28][CH:29]=[CH:30][CH:31]=3)[CH:21]=2)([C:9]2[CH:14]=[CH:13][C:12]([O:15][C:16]([F:19])([F:18])[F:17])=[CH:11][CH:10]=2)[N:3]=1. Given the product [NH2:1][C:2]1[N:6]([CH3:7])[C:5](=[O:8])[C@:4]([C:20]2[CH:25]=[CH:24][CH:23]=[C:22]([C:26]3[C:27]([F:32])=[N:28][CH:29]=[CH:30][CH:31]=3)[CH:21]=2)([C:9]2[CH:14]=[CH:13][C:12]([O:15][C:16]([F:18])([F:17])[F:19])=[CH:11][CH:10]=2)[N:3]=1, predict the reactants needed to synthesize it. (3) Given the product [CH3:13][C:12]1[C:7]([C:1]#[N:2])=[N:8][CH:9]=[N:10][C:11]=1[C:14]1[CH:19]=[CH:18][CH:17]=[CH:16][CH:15]=1, predict the reactants needed to synthesize it. The reactants are: [CH3:1][N:2](C)C=O.Cl[C:7]1[C:12]([CH3:13])=[C:11]([C:14]2[CH:19]=[CH:18][CH:17]=[CH:16][CH:15]=2)[N:10]=[CH:9][N:8]=1. (4) Given the product [N:20]12[CH2:25][CH2:24][CH:23]([CH2:22][CH2:21]1)[C@@H:18]([NH:17][C:11]([C:8]1[O:9][C:10]3[C:2]([Br:1])=[CH:3][C:4]([F:14])=[CH:5][C:6]=3[CH:7]=1)=[O:13])[CH2:19]2, predict the reactants needed to synthesize it. The reactants are: [Br:1][C:2]1[C:10]2[O:9][C:8]([C:11]([OH:13])=O)=[CH:7][C:6]=2[CH:5]=[C:4]([F:14])[CH:3]=1.Cl.Cl.[NH2:17][C@@H:18]1[CH:23]2[CH2:24][CH2:25][N:20]([CH2:21][CH2:22]2)[CH2:19]1.CN(C(ON1N=NC2C=CC=NC1=2)=[N+](C)C)C.F[P-](F)(F)(F)(F)F.C(N(CC)C(C)C)(C)C. (5) Given the product [Br:13][C:5]1[CH:6]=[CH:7][C:2]([F:1])=[C:3]([C:9]([F:12])([F:10])[F:11])[C:4]=1[F:8], predict the reactants needed to synthesize it. The reactants are: [F:1][C:2]1[CH:7]=[CH:6][CH:5]=[C:4]([F:8])[C:3]=1[C:9]([F:12])([F:11])[F:10].[Br:13]Br. (6) The reactants are: [F:1][C:2]1[C:3]([O:24][CH3:25])=[C:4]([NH:9][N:10]=C(C2C=CC=CC=2)C2C=CC=CC=2)[CH:5]=[C:6]([F:8])[CH:7]=1.[ClH:26]. Given the product [ClH:26].[F:1][C:2]1[C:3]([O:24][CH3:25])=[C:4]([NH:9][NH2:10])[CH:5]=[C:6]([F:8])[CH:7]=1, predict the reactants needed to synthesize it. (7) Given the product [C:1]([O:5][C:6](=[O:21])[NH:7][C@@H:8]1[CH2:12][CH2:11][N:10]([C:13]2[CH:18]=[CH:17][C:16]([N:19]3[CH2:33][CH2:32][C:31]4[C:36](=[CH:37][CH:38]=[C:29]([O:28][CH2:27][C@@H:23]5[CH2:24][CH2:25][CH2:26][O:22]5)[CH:30]=4)[C:35]3=[O:34])=[CH:15][C:14]=2[F:20])[CH2:9]1)([CH3:4])([CH3:2])[CH3:3], predict the reactants needed to synthesize it. The reactants are: [C:1]([O:5][C:6](=[O:21])[NH:7][C@@H:8]1[CH2:12][CH2:11][N:10]([C:13]2[CH:18]=[CH:17][C:16]([NH2:19])=[CH:15][C:14]=2[F:20])[CH2:9]1)([CH3:4])([CH3:3])[CH3:2].[O:22]1[CH2:26][CH2:25][CH2:24][C@H:23]1[CH2:27][O:28][C:29]1[CH:30]=[C:31]2[C:36](=[CH:37][CH:38]=1)[C:35](=O)[O:34][CH2:33][CH2:32]2. (8) Given the product [C:1]1([CH2:7][C:8]([N:14]=[C:13]=[S:12])=[O:9])[CH:6]=[CH:5][CH:4]=[CH:3][CH:2]=1, predict the reactants needed to synthesize it. The reactants are: [C:1]1([CH2:7][C:8](Cl)=[O:9])[CH:6]=[CH:5][CH:4]=[CH:3][CH:2]=1.[Pb](SC#N)[S:12][C:13]#[N:14].